Task: Predict the reactants needed to synthesize the given product.. Dataset: Full USPTO retrosynthesis dataset with 1.9M reactions from patents (1976-2016) (1) Given the product [CH:1]1([C:4]2[N:5]=[CH:6][C:7]([O:10][C@H:11]3[CH2:19][N:14]4[CH2:15][CH2:16][N:17]([C:32]([C:31]5[CH:35]=[CH:36][C:28]([F:27])=[C:29]([C:37]([F:40])([F:38])[F:39])[CH:30]=5)=[O:33])[CH2:18][C@@H:13]4[CH2:12]3)=[N:8][CH:9]=2)[CH2:3][CH2:2]1, predict the reactants needed to synthesize it. The reactants are: [CH:1]1([C:4]2[N:5]=[CH:6][C:7]([O:10][C@H:11]3[CH2:19][N:14]4[CH2:15][CH2:16][NH:17][CH2:18][C@@H:13]4[CH2:12]3)=[N:8][CH:9]=2)[CH2:3][CH2:2]1.C(N(CC)CC)C.[F:27][C:28]1[CH:36]=[CH:35][C:31]([C:32](Cl)=[O:33])=[CH:30][C:29]=1[C:37]([F:40])([F:39])[F:38]. (2) Given the product [CH2:1]([N:3]1[C:7]2=[N:8][C:9]([CH2:61][CH3:62])=[C:10]([CH2:19][NH:20][C:21]([C:23]3[CH:28]=[CH:27][CH:26]=[C:25]([C:29]([NH:31][CH2:32][C:33]4[C:34]([F:60])=[C:35]([C:39]5[CH:44]=[CH:43][CH:42]=[C:41]([CH2:45][N:46]6[CH2:51][CH2:50][NH:49][C@@H:48]([CH3:59])[CH2:47]6)[CH:40]=5)[CH:36]=[CH:37][CH:38]=4)=[O:30])[CH:24]=3)=[O:22])[C:11]([NH:12][CH:13]3[CH2:18][CH2:17][O:16][CH2:15][CH2:14]3)=[C:6]2[CH:5]=[N:4]1)[CH3:2], predict the reactants needed to synthesize it. The reactants are: [CH2:1]([N:3]1[C:7]2=[N:8][C:9]([CH2:61][CH3:62])=[C:10]([CH2:19][NH:20][C:21]([C:23]3[CH:24]=[C:25]([C:29]([NH:31][CH2:32][C:33]4[C:34]([F:60])=[C:35]([C:39]5[CH:44]=[CH:43][CH:42]=[C:41]([CH2:45][N:46]6[CH2:51][CH2:50][N:49](C(OC(C)(C)C)=O)[C@@H:48]([CH3:59])[CH2:47]6)[CH:40]=5)[CH:36]=[CH:37][CH:38]=4)=[O:30])[CH:26]=[CH:27][CH:28]=3)=[O:22])[C:11]([NH:12][CH:13]3[CH2:18][CH2:17][O:16][CH2:15][CH2:14]3)=[C:6]2[CH:5]=[N:4]1)[CH3:2].C(O)(C(F)(F)F)=O. (3) Given the product [N+:23]([C:26]1[CH:27]=[CH:28][C:29]([C:30]([O:32][C@@:33]([C:34]2[N:3]=[N:2][N:1]([CH2:4][C:5]3[CH:14]=[C:13]4[C:8]([C:9]([C:16]5[CH:21]=[CH:20][CH:19]=[C:18]([F:22])[CH:17]=5)=[CH:10][C:11](=[O:15])[O:12]4)=[CH:7][CH:6]=3)[CH:35]=2)([C:36]([F:37])([F:38])[F:39])[CH2:40][CH3:41])=[O:31])=[CH:42][CH:43]=1)([O-:25])=[O:24], predict the reactants needed to synthesize it. The reactants are: [N:1]([CH2:4][C:5]1[CH:14]=[C:13]2[C:8]([C:9]([C:16]3[CH:21]=[CH:20][CH:19]=[C:18]([F:22])[CH:17]=3)=[CH:10][C:11](=[O:15])[O:12]2)=[CH:7][CH:6]=1)=[N+:2]=[N-:3].[N+:23]([C:26]1[CH:43]=[CH:42][C:29]([C:30]([O:32][C:33]([CH2:40][CH3:41])([C:36]([F:39])([F:38])[F:37])[C:34]#[CH:35])=[O:31])=[CH:28][CH:27]=1)([O-:25])=[O:24].C1COCC1. (4) The reactants are: C[O:2][C:3]([C:5]1[CH:14]=[CH:13][C:12]2[C:7](=[CH:8][CH:9]=[C:10]([N:15]3[CH2:20][CH2:19][CH2:18][CH2:17][CH2:16]3)[CH:11]=2)[CH:6]=1)=[O:4].[OH-].[Li+].Cl. Given the product [N:15]1([C:10]2[CH:11]=[C:12]3[C:7](=[CH:8][CH:9]=2)[CH:6]=[C:5]([C:3]([OH:4])=[O:2])[CH:14]=[CH:13]3)[CH2:16][CH2:17][CH2:18][CH2:19][CH2:20]1, predict the reactants needed to synthesize it. (5) Given the product [O:1]1[C:5]2[CH:6]=[CH:7][CH:8]=[C:9]([OH:10])[C:4]=2[O:3][CH2:2]1, predict the reactants needed to synthesize it. The reactants are: [O:1]1[C:5]2[CH:6]=[CH:7][CH:8]=[C:9]([O:10]C=O)[C:4]=2[O:3][CH2:2]1.[OH-].[K+].Cl. (6) Given the product [CH2:1]([O:8][C:9]1[CH:10]=[CH:11][C:12]([N:15]2[C:19]([CH3:20])=[CH:18][CH:17]=[C:16]2[C:21]2[CH:22]=[CH:23][C:24]([O:25][C@H:26]([CH2:32][C:33]3[CH:38]=[CH:37][CH:36]=[CH:35][CH:34]=3)[C:27]([OH:29])=[O:28])=[CH:39][CH:40]=2)=[CH:13][CH:14]=1)[CH2:2][CH2:3][CH2:4][CH2:5][CH2:6][CH3:7], predict the reactants needed to synthesize it. The reactants are: [CH2:1]([O:8][C:9]1[CH:14]=[CH:13][C:12]([N:15]2[C:19]([CH3:20])=[CH:18][CH:17]=[C:16]2[C:21]2[CH:40]=[CH:39][C:24]([O:25][C@H:26]([CH2:32][C:33]3[CH:38]=[CH:37][CH:36]=[CH:35][CH:34]=3)[C:27]([O:29]CC)=[O:28])=[CH:23][CH:22]=2)=[CH:11][CH:10]=1)[CH2:2][CH2:3][CH2:4][CH2:5][CH2:6][CH3:7].[OH-].[K+].Cl. (7) Given the product [CH3:15][O:16][C:17]1[CH:18]=[C:19]([CH2:23][C:24]([CH:7]2[C:2](=[O:1])[CH2:3][CH2:4][N:5]([C:8]([O:10][C:11]([CH3:14])([CH3:13])[CH3:12])=[O:9])[CH2:6]2)=[O:25])[CH:20]=[CH:21][CH:22]=1, predict the reactants needed to synthesize it. The reactants are: [O:1]=[C:2]1[CH2:7][CH2:6][N:5]([C:8]([O:10][C:11]([CH3:14])([CH3:13])[CH3:12])=[O:9])[CH2:4][CH2:3]1.[CH3:15][O:16][C:17]1[CH:18]=[C:19]([CH2:23][C:24](Cl)=[O:25])[CH:20]=[CH:21][CH:22]=1. (8) Given the product [Cl:13][C:10]1[S:9][C:8]([C:6]2[N:7]=[C:2]([N:17]3[C:25]4[C:20](=[CH:21][CH:22]=[C:23]([O:26][CH2:27][C:28]([O:30][CH2:31][CH3:32])=[O:29])[CH:24]=4)[CH2:19][CH2:18]3)[C:3]3[CH2:16][CH2:15][CH2:14][C:4]=3[N:5]=2)=[CH:12][CH:11]=1, predict the reactants needed to synthesize it. The reactants are: Cl[C:2]1[C:3]2[CH2:16][CH2:15][CH2:14][C:4]=2[N:5]=[C:6]([C:8]2[S:9][C:10]([Cl:13])=[CH:11][CH:12]=2)[N:7]=1.[NH:17]1[C:25]2[C:20](=[CH:21][CH:22]=[C:23]([O:26][CH2:27][C:28]([O:30][CH2:31][CH3:32])=[O:29])[CH:24]=2)[CH2:19][CH2:18]1. (9) Given the product [CH3:11][C:7]1[N:6]=[C:5]2[N:4]([CH2:12][O:13][CH2:14][CH2:15][Si:16]([CH3:19])([CH3:18])[CH3:17])[N:3]=[C:2]([C:21]#[N:22])[C:10]2=[CH:9][CH:8]=1, predict the reactants needed to synthesize it. The reactants are: I[C:2]1[C:10]2[C:5](=[N:6][C:7]([CH3:11])=[CH:8][CH:9]=2)[N:4]([CH2:12][O:13][CH2:14][CH2:15][Si:16]([CH3:19])([CH3:18])[CH3:17])[N:3]=1.[Cu][C:21]#[N:22].[Cl-].[NH4+].N. (10) The reactants are: [Cl:1][C:2]1[CH:3]=[C:4]([C:9](=O)[CH2:10][C:11]([O:13]CC)=O)[CH:5]=[CH:6][C:7]=1[Cl:8].[NH2:17][C:18]1[NH:22][N:21]=[CH:20][C:19]=1[C:23]#[N:24].CC1C=CC(S(O)(=O)=O)=CC=1. Given the product [Cl:1][C:2]1[CH:3]=[C:4]([C:9]2[NH:17][C:18]3[N:22]([N:21]=[CH:20][C:19]=3[C:23]#[N:24])[C:11](=[O:13])[CH:10]=2)[CH:5]=[CH:6][C:7]=1[Cl:8], predict the reactants needed to synthesize it.